Dataset: Full USPTO retrosynthesis dataset with 1.9M reactions from patents (1976-2016). Task: Predict the reactants needed to synthesize the given product. The reactants are: [NH2:1][C:2]1[CH:3]=[C:4]2[C:9](=[C:10]([CH3:12])[CH:11]=1)[CH:8]=[N:7][C:6]([NH:13][C:14]([NH:16][CH2:17][CH3:18])=[O:15])=[CH:5]2.[S:19]1[C:23]([C:24](O)=[O:25])=[CH:22][N:21]=[CH:20]1. Given the product [CH2:17]([NH:16][C:14](=[O:15])[NH:13][C:6]1[N:7]=[CH:8][C:9]2[C:4]([CH:5]=1)=[CH:3][C:2]([NH:1][C:24]([C:23]1[S:19][CH:20]=[N:21][CH:22]=1)=[O:25])=[CH:11][C:10]=2[CH3:12])[CH3:18], predict the reactants needed to synthesize it.